Dataset: Catalyst prediction with 721,799 reactions and 888 catalyst types from USPTO. Task: Predict which catalyst facilitates the given reaction. (1) Reactant: [NH2:1][C:2]1[CH:7]=[CH:6][C:5]([C:8]2[CH:15]=[CH:14][C:11]([C:12]#[N:13])=[C:10](Cl)[N:9]=2)=[CH:4][CH:3]=1.O.[NH2:18][NH2:19]. Product: [NH2:1][C:2]1[CH:7]=[CH:6][C:5]([C:8]2[N:9]=[C:10]3[NH:18][N:19]=[C:12]([NH2:13])[C:11]3=[CH:14][CH:15]=2)=[CH:4][CH:3]=1. The catalyst class is: 259. (2) Reactant: [CH:1]1([S:4]([N:7]2[CH2:12][CH:11]=[C:10]([C:13]3[C:14]4[O:21][C:20]([CH:22]=O)=[CH:19][C:15]=4[CH:16]=[N:17][CH:18]=3)[CH2:9][CH2:8]2)(=[O:6])=[O:5])[CH2:3][CH2:2]1.[CH2:24]1[S:30][C:28](=[O:29])[NH:27][C:25]1=[O:26].NCCC(O)=O. Product: [CH:1]1([S:4]([N:7]2[CH2:12][CH:11]=[C:10]([C:13]3[C:14]4[O:21][C:20](/[CH:22]=[C:24]5/[C:25](=[O:26])[NH:27][C:28](=[O:29])[S:30]/5)=[CH:19][C:15]=4[CH:16]=[N:17][CH:18]=3)[CH2:9][CH2:8]2)(=[O:5])=[O:6])[CH2:2][CH2:3]1. The catalyst class is: 15. (3) Reactant: [H-].[Na+].[N:3]1([CH2:8][CH2:9][CH2:10][O:11][C:12]2[CH:17]=[CH:16][C:15]([OH:18])=[CH:14][CH:13]=2)[CH:7]=[CH:6][N:5]=[N:4]1.Cl[CH2:20][C:21]1[N:22]=[C:23]([CH:26]=[CH:27][C:28]2[CH:33]=[CH:32][C:31]([S:34]([F:39])([F:38])([F:37])([F:36])[F:35])=[CH:30][CH:29]=2)[O:24][CH:25]=1.O. Product: [F:37][S:34]([F:35])([F:36])([F:38])([F:39])[C:31]1[CH:32]=[CH:33][C:28]([CH:27]=[CH:26][C:23]2[O:24][CH:25]=[C:21]([CH2:20][O:18][C:15]3[CH:14]=[CH:13][C:12]([O:11][CH2:10][CH2:9][CH2:8][N:3]4[CH:7]=[CH:6][N:5]=[N:4]4)=[CH:17][CH:16]=3)[N:22]=2)=[CH:29][CH:30]=1. The catalyst class is: 3.